From a dataset of Forward reaction prediction with 1.9M reactions from USPTO patents (1976-2016). Predict the product of the given reaction. (1) The product is: [S:1]1[CH:5]=[CH:4][C:3]([C:10]2[CH:35]=[CH:34][C:13]([O:14][CH2:15][CH2:16][CH2:17][O:18][C:19]3[CH:20]=[C:21]4[C:25](=[CH:26][CH:27]=3)[C@H:24]([CH2:28][C:29]([O:31][CH2:32][CH3:33])=[O:30])[CH2:23][CH2:22]4)=[CH:12][CH:11]=2)=[CH:2]1. Given the reactants [S:1]1[CH:5]=[CH:4][C:3](B(O)O)=[CH:2]1.I[C:10]1[CH:35]=[CH:34][C:13]([O:14][CH2:15][CH2:16][CH2:17][O:18][C:19]2[CH:20]=[C:21]3[C:25](=[CH:26][CH:27]=2)[C@H:24]([CH2:28][C:29]([O:31][CH2:32][CH3:33])=[O:30])[CH2:23][CH2:22]3)=[CH:12][CH:11]=1.O1CCOCC1.C([O-])([O-])=O.[Na+].[Na+], predict the reaction product. (2) The product is: [C:10]([C:13]1[S:17][C:16]([C:2]2[CH:3]=[CH:4][C:5](=[O:9])[N:6]([CH3:8])[CH:7]=2)=[CH:15][CH:14]=1)(=[O:12])[CH3:11]. Given the reactants Br[C:2]1[CH:3]=[CH:4][C:5](=[O:9])[N:6]([CH3:8])[CH:7]=1.[C:10]([C:13]1[S:17][C:16](B(O)O)=[CH:15][CH:14]=1)(=[O:12])[CH3:11].C([O-])([O-])=O.[K+].[K+], predict the reaction product. (3) Given the reactants [CH3:1][N:2]([CH3:18])[C:3]([C@@H:5]1[CH2:9][C@@H:8]([OH:10])[CH2:7][N:6]1[C:11]([O:13][C:14]([CH3:17])([CH3:16])[CH3:15])=[O:12])=[O:4].[H-].[Na+].[CH2:21](I)[CH:22]=[CH2:23].O, predict the reaction product. The product is: [CH2:23]([O:10][C@H:8]1[CH2:7][N:6]([C:11]([O:13][C:14]([CH3:15])([CH3:17])[CH3:16])=[O:12])[C@H:5]([C:3]([N:2]([CH3:18])[CH3:1])=[O:4])[CH2:9]1)[CH:22]=[CH2:21]. (4) Given the reactants [OH:1][C:2]1[CH:7]=[CH:6][C:5]([N:8]2[CH2:13][CH2:12][N:11]([C:14]3[CH:19]=[CH:18][C:17]([N:20]4[CH:24]=[N:23][N:22]([CH:25]([CH3:29])[C:26](=[O:28])[CH3:27])[C:21]4=[O:30])=[CH:16][CH:15]=3)[CH2:10][CH2:9]2)=[CH:4][CH:3]=1.C([BH-](C(CC)C)C(CC)C)(CC)C.[K+].O, predict the reaction product. The product is: [OH:28][CH:26]([CH3:27])[CH:25]([N:22]1[C:21](=[O:30])[N:20]([C:17]2[CH:16]=[CH:15][C:14]([N:11]3[CH2:10][CH2:9][N:8]([C:5]4[CH:4]=[CH:3][C:2]([OH:1])=[CH:7][CH:6]=4)[CH2:13][CH2:12]3)=[CH:19][CH:18]=2)[CH:24]=[N:23]1)[CH3:29]. (5) Given the reactants [C:1]([N:3]1[CH2:8][CH2:7][CH:6]([N:9]([CH:23]2[CH2:25][CH2:24]2)[C:10](=[O:22])[C:11]2[CH:16]=[CH:15][C:14]([C:17]3[O:21][CH:20]=[N:19][CH:18]=3)=[CH:13][CH:12]=2)[CH2:5][CH2:4]1)#[N:2].[OH:26][NH:27][C:28](=N)[CH2:29][CH3:30], predict the reaction product. The product is: [CH:23]1([N:9]([CH:6]2[CH2:5][CH2:4][N:3]([C:1]3[O:26][N:27]=[C:28]([CH2:29][CH3:30])[N:2]=3)[CH2:8][CH2:7]2)[C:10](=[O:22])[C:11]2[CH:12]=[CH:13][C:14]([C:17]3[O:21][CH:20]=[N:19][CH:18]=3)=[CH:15][CH:16]=2)[CH2:25][CH2:24]1. (6) Given the reactants C(OC([N:8]1[CH2:12][CH2:11][CH2:10][C@@H:9]1[C:13](=[O:36])[NH:14][C@H:15]([C:25](=[O:35])[NH:26][CH2:27][C:28]1[CH:29]=[N:30][C:31]([NH2:34])=[CH:32][CH:33]=1)[CH2:16][C:17]1[CH:22]=[CH:21][C:20]([Cl:23])=[C:19]([Cl:24])[CH:18]=1)=O)(C)(C)C.[ClH:37], predict the reaction product. The product is: [ClH:23].[ClH:37].[NH2:34][C:31]1[N:30]=[CH:29][C:28]([CH2:27][NH:26][C:25]([C@@H:15]([NH:14][C:13]([C@H:9]2[CH2:10][CH2:11][CH2:12][NH:8]2)=[O:36])[CH2:16][C:17]2[CH:22]=[CH:21][C:20]([Cl:23])=[C:19]([Cl:24])[CH:18]=2)=[O:35])=[CH:33][CH:32]=1. (7) Given the reactants [CH:1]([O:4][C:5]([N:7]1[CH2:12][CH2:11][C:10](=O)[CH2:9][CH2:8]1)=[O:6])([CH3:3])[CH3:2].[CH:14]1([NH2:17])[CH2:16][CH2:15]1.C(O)(=O)C.C(O[BH-](OC(=O)C)OC(=O)C)(=O)C.[Na+], predict the reaction product. The product is: [CH:1]([O:4][C:5]([N:7]1[CH2:12][CH2:11][CH:10]([NH:17][CH:14]2[CH2:16][CH2:15]2)[CH2:9][CH2:8]1)=[O:6])([CH3:3])[CH3:2].